The task is: Regression. Given a peptide amino acid sequence and an MHC pseudo amino acid sequence, predict their binding affinity value. This is MHC class I binding data.. This data is from Peptide-MHC class I binding affinity with 185,985 pairs from IEDB/IMGT. (1) The peptide sequence is STVFFTASL. The MHC is Mamu-A01 with pseudo-sequence Mamu-A01. The binding affinity (normalized) is 0.767. (2) The peptide sequence is QLMYDIINSV. The MHC is HLA-A02:06 with pseudo-sequence HLA-A02:06. The binding affinity (normalized) is 0.841.